Dataset: Forward reaction prediction with 1.9M reactions from USPTO patents (1976-2016). Task: Predict the product of the given reaction. Given the reactants [NH:1]1[C:5]2[CH:6]=[CH:7][C:8]([N:10]3[CH:14]([C:15]4[CH:20]=[CH:19][C:18]([CH:21]5[CH2:26][CH2:25][C:24](=[O:27])[CH2:23][CH2:22]5)=[CH:17][CH:16]=4)[C:13](=[O:28])[CH2:12][C:11]3=[O:29])=[CH:9][C:4]=2[N:3]=[CH:2]1.S(Cl)(Cl)=O.[C:34](O)(C(F)(F)F)=O, predict the reaction product. The product is: [NH:1]1[C:5]2[CH:6]=[CH:7][C:8]([N:10]3[CH:14]([C:15]4[CH:16]=[CH:17][C:18]([CH:21]5[CH2:26][CH2:25][C:24](=[O:27])[CH2:23][CH2:22]5)=[CH:19][CH:20]=4)[C:13]([O:28][CH3:34])=[CH:12][C:11]3=[O:29])=[CH:9][C:4]=2[N:3]=[CH:2]1.